This data is from Forward reaction prediction with 1.9M reactions from USPTO patents (1976-2016). The task is: Predict the product of the given reaction. The product is: [CH3:18][O:17][C:10]1[CH:9]=[C:8]([N:19]2[CH2:24][CH2:23][CH:22]([OH:25])[CH2:21][CH2:20]2)[CH:13]=[CH:12][C:11]=1[N+:14]([O-:16])=[O:15]. Given the reactants C(=O)([O-])[O-].[K+].[K+].F[C:8]1[CH:13]=[CH:12][C:11]([N+:14]([O-:16])=[O:15])=[C:10]([O:17][CH3:18])[CH:9]=1.[NH:19]1[CH2:24][CH2:23][CH:22]([OH:25])[CH2:21][CH2:20]1.O, predict the reaction product.